Task: Regression. Given two drug SMILES strings and cell line genomic features, predict the synergy score measuring deviation from expected non-interaction effect.. Dataset: NCI-60 drug combinations with 297,098 pairs across 59 cell lines (1) Drug 1: C1CCC(C1)C(CC#N)N2C=C(C=N2)C3=C4C=CNC4=NC=N3. Drug 2: CS(=O)(=O)CCNCC1=CC=C(O1)C2=CC3=C(C=C2)N=CN=C3NC4=CC(=C(C=C4)OCC5=CC(=CC=C5)F)Cl. Cell line: OVCAR-4. Synergy scores: CSS=0.757, Synergy_ZIP=-1.05, Synergy_Bliss=-4.91, Synergy_Loewe=-9.06, Synergy_HSA=-5.57. (2) Drug 1: CS(=O)(=O)CCNCC1=CC=C(O1)C2=CC3=C(C=C2)N=CN=C3NC4=CC(=C(C=C4)OCC5=CC(=CC=C5)F)Cl. Drug 2: CC1C(C(CC(O1)OC2CC(CC3=C2C(=C4C(=C3O)C(=O)C5=C(C4=O)C(=CC=C5)OC)O)(C(=O)CO)O)N)O.Cl. Cell line: DU-145. Synergy scores: CSS=43.0, Synergy_ZIP=0.0397, Synergy_Bliss=1.40, Synergy_Loewe=-9.53, Synergy_HSA=2.42. (3) Drug 1: CN1CCC(CC1)COC2=C(C=C3C(=C2)N=CN=C3NC4=C(C=C(C=C4)Br)F)OC. Drug 2: C1=NC(=NC(=O)N1C2C(C(C(O2)CO)O)O)N. Cell line: COLO 205. Synergy scores: CSS=12.4, Synergy_ZIP=6.38, Synergy_Bliss=11.3, Synergy_Loewe=-3.25, Synergy_HSA=2.47. (4) Drug 1: CS(=O)(=O)OCCCCOS(=O)(=O)C. Drug 2: C1CN(P(=O)(OC1)NCCCl)CCCl. Cell line: TK-10. Synergy scores: CSS=2.54, Synergy_ZIP=0.115, Synergy_Bliss=-0.733, Synergy_Loewe=1.43, Synergy_HSA=0.401.